Dataset: Catalyst prediction with 721,799 reactions and 888 catalyst types from USPTO. Task: Predict which catalyst facilitates the given reaction. (1) Reactant: [F:1][C:2]1[CH:11]=[C:10]2[C:5]([CH:6]=[CH:7][CH:8]=[N:9]2)=[CH:4][C:3]=1[CH2:12][N:13]1[C:17]2=[N:18][C:19]([C:22](=O)[CH3:23])=[CH:20][CH:21]=[C:16]2[N:15]=[N:14]1.C([O-])(=O)C.[Na+].Cl.[O:31]([NH2:33])[CH3:32]. Product: [CH3:32][O:31][N:33]=[C:22]([C:19]1[N:18]=[C:17]2[N:13]([CH2:12][C:3]3[CH:4]=[C:5]4[C:10](=[CH:11][C:2]=3[F:1])[N:9]=[CH:8][CH:7]=[CH:6]4)[N:14]=[N:15][C:16]2=[CH:21][CH:20]=1)[CH3:23]. The catalyst class is: 8. (2) Reactant: [H-].[Al+3].[Li+].[H-].[H-].[H-].[F:7][C:8]([C:11]1[CH:20]=[CH:19][C:14]([C:15](OC)=[O:16])=[CH:13][CH:12]=1)([F:10])[CH3:9].O.[OH-].[Na+]. Product: [F:7][C:8]([C:11]1[CH:20]=[CH:19][C:14]([CH2:15][OH:16])=[CH:13][CH:12]=1)([F:10])[CH3:9]. The catalyst class is: 7. (3) Reactant: I[C:2]1[N:3]=[N:4][N:5]([CH3:7])[N:6]=1.[Li]CCCC.N#N.[CH2:15]([Sn:19](Cl)([CH2:24][CH2:25][CH2:26][CH3:27])[CH2:20][CH2:21][CH2:22][CH3:23])[CH2:16][CH2:17][CH3:18]. Product: [CH3:7][N:5]1[N:4]=[N:3][C:2]([Sn:19]([CH2:20][CH2:21][CH2:22][CH3:23])([CH2:24][CH2:25][CH2:26][CH3:27])[CH2:15][CH2:16][CH2:17][CH3:18])=[N:6]1. The catalyst class is: 1. (4) The catalyst class is: 8. Reactant: [Cl:1][C:2]1[CH:3]=[C:4]2[C:9](=[C:10]([C:12]#[C:13][C:14]3[CH:19]=[CH:18][CH:17]=[CH:16][CH:15]=3)[CH:11]=1)[O:8][CH:7]([C:20]([F:23])([F:22])[F:21])[C:6]([C:24]([O:26][CH2:27][CH3:28])=[O:25])=[CH:5]2. Product: [Cl:1][C:2]1[CH:3]=[C:4]2[C:9](=[C:10]([CH2:12][CH2:13][C:14]3[CH:19]=[CH:18][CH:17]=[CH:16][CH:15]=3)[CH:11]=1)[O:8][CH:7]([C:20]([F:23])([F:22])[F:21])[C:6]([C:24]([O:26][CH2:27][CH3:28])=[O:25])=[CH:5]2. (5) Reactant: [H-].[Na+].[C:3]([O:7][C:8]([N:10]1[CH2:15][CH2:14][CH:13]([CH2:16][C:17]([OH:20])([CH3:19])[CH3:18])[CH2:12][CH2:11]1)=[O:9])([CH3:6])([CH3:5])[CH3:4].[CH3:21]I. Product: [C:3]([O:7][C:8]([N:10]1[CH2:15][CH2:14][CH:13]([CH2:16][C:17]([O:20][CH3:21])([CH3:19])[CH3:18])[CH2:12][CH2:11]1)=[O:9])([CH3:6])([CH3:5])[CH3:4]. The catalyst class is: 3.